Dataset: Catalyst prediction with 721,799 reactions and 888 catalyst types from USPTO. Task: Predict which catalyst facilitates the given reaction. (1) Reactant: Cl.[CH2:2]([O:4][C:5](=[O:13])[CH:6]([NH2:12])[C:7]([O:9][CH2:10][CH3:11])=[O:8])[CH3:3].C(N(CC)CC)C.[CH3:21][O:22][C:23]1[C:31]([CH3:32])=[CH:30][C:26]([C:27](Cl)=[O:28])=[CH:25][C:24]=1[CH3:33].O. Product: [CH2:10]([O:9][C:7](=[O:8])[CH:6]([NH:12][C:27](=[O:28])[C:26]1[CH:30]=[C:31]([CH3:32])[C:23]([O:22][CH3:21])=[C:24]([CH3:33])[CH:25]=1)[C:5]([O:4][CH2:2][CH3:3])=[O:13])[CH3:11]. The catalyst class is: 4. (2) Reactant: [CH3:1][C:2]([CH3:13])([CH3:12])[C:3]([NH:5][C:6]1[CH:7]=[N:8][CH:9]=[CH:10][CH:11]=1)=[O:4].CN(C)CCN(C)C.C([Li])CCC.[Br:27]CCBr. Product: [Br:27][C:11]1[CH:10]=[CH:9][N:8]=[CH:7][C:6]=1[NH:5][C:3](=[O:4])[C:2]([CH3:13])([CH3:12])[CH3:1]. The catalyst class is: 1. (3) The catalyst class is: 759. Reactant: [NH2:1][C:2]1[N:6]([C:7]2[CH:12]=[CH:11][CH:10]=[CH:9][CH:8]=2)[N:5]=[CH:4][C:3]=1[C:13]([OH:15])=O.Cl[CH2:17][C:18](Cl)=O.[CH3:21][CH2:22][O:23][C:24]1[C:25]([NH2:30])=[CH:26][CH:27]=[CH:28][CH:29]=1.[Cl-].[NH:32]1[CH2:37][CH2:36][NH:35][CH2:34][CH2:33]1. Product: [CH2:22]([O:23][C:24]1[CH:29]=[CH:28][CH:27]=[CH:26][C:25]=1[N:30]1[C:13](=[O:15])[C:3]2[CH:4]=[N:5][N:6]([C:7]3[CH:8]=[CH:9][CH:10]=[CH:11][CH:12]=3)[C:2]=2[N:1]=[C:36]1[CH2:37][N:32]1[CH2:18][CH2:17][NH:35][CH2:34][CH2:33]1)[CH3:21].